This data is from Peptide-MHC class I binding affinity with 185,985 pairs from IEDB/IMGT. The task is: Regression. Given a peptide amino acid sequence and an MHC pseudo amino acid sequence, predict their binding affinity value. This is MHC class I binding data. (1) The peptide sequence is YQYPRDTHY. The MHC is HLA-B08:03 with pseudo-sequence HLA-B08:03. The binding affinity (normalized) is 0.0847. (2) The peptide sequence is WLQKIPLQW. The MHC is HLA-B18:01 with pseudo-sequence HLA-B18:01. The binding affinity (normalized) is 0.0847. (3) The peptide sequence is HTQGFFPDW. The MHC is HLA-B57:03 with pseudo-sequence HLA-B57:03. The binding affinity (normalized) is 0.898. (4) The peptide sequence is RRAARAEYL. The MHC is Mamu-B08 with pseudo-sequence Mamu-B08. The binding affinity (normalized) is 0.682. (5) The peptide sequence is AEYLYADGI. The MHC is HLA-B45:06 with pseudo-sequence HLA-B45:06. The binding affinity (normalized) is 0.213.